Dataset: Forward reaction prediction with 1.9M reactions from USPTO patents (1976-2016). Task: Predict the product of the given reaction. (1) Given the reactants [CH:1]1([O:4][C:5]2[CH:10]=[CH:9][C:8]([C:11]#[C:12][Si](C)(C)C)=[CH:7][CH:6]=2)[CH2:3][CH2:2]1.[OH-].[Na+].Cl, predict the reaction product. The product is: [CH:1]1([O:4][C:5]2[CH:10]=[CH:9][C:8]([C:11]#[CH:12])=[CH:7][CH:6]=2)[CH2:3][CH2:2]1. (2) Given the reactants [F:1][C:2]1[CH:7]=[C:6]([N+:8]([O-])=O)[CH:5]=[CH:4][C:3]=1[N:11]1[CH2:17][CH2:16][CH2:15][CH2:14][CH2:13][CH2:12]1, predict the reaction product. The product is: [N:11]1([C:3]2[CH:4]=[CH:5][C:6]([NH2:8])=[CH:7][C:2]=2[F:1])[CH2:12][CH2:13][CH2:14][CH2:15][CH2:16][CH2:17]1. (3) Given the reactants [C:1](=[O:4])([O-])[O-:2].[Cs+].[Cs+].[Cl:7][C:8]1[CH:9]=[C:10]([CH3:18])[C:11]2O[C:14](=O)[NH:13][C:12]=2[CH:17]=1.CI, predict the reaction product. The product is: [Cl:7][C:8]1[CH:9]=[C:10]([CH3:18])[C:11]2[O:2][C:1](=[O:4])[N:13]([CH3:14])[C:12]=2[CH:17]=1. (4) Given the reactants [F:1][C:2]1[C:7]([O:8][CH3:9])=[CH:6][C:5]([O:10][CH3:11])=[C:4]([F:12])[C:3]=1[C:13]1[N:18]=[CH:17][C:16]2[C:19](I)=[N:20][NH:21][C:15]=2[CH:14]=1.[CH3:23][N:24]1[CH2:29][CH2:28][N:27]([C:30]([CH:32]2[CH2:36][C:35]3[CH:37]=[C:38](B4OC(C)(C)C(C)(C)O4)[CH:39]=[CH:40][C:34]=3[O:33]2)=[O:31])[CH2:26][CH2:25]1, predict the reaction product. The product is: [F:1][C:2]1[C:7]([O:8][CH3:9])=[CH:6][C:5]([O:10][CH3:11])=[C:4]([F:12])[C:3]=1[C:13]1[N:18]=[CH:17][C:16]2[C:19]([C:38]3[CH:39]=[CH:40][C:34]4[O:33][CH:32]([C:30]([N:27]5[CH2:28][CH2:29][N:24]([CH3:23])[CH2:25][CH2:26]5)=[O:31])[CH2:36][C:35]=4[CH:37]=3)=[N:20][NH:21][C:15]=2[CH:14]=1. (5) Given the reactants [C:1]([O:5][C:6]([N:8]1[CH2:13][CH:12]([CH2:14][OH:15])[CH:11]([C:16]2[CH:21]=[CH:20][C:19]([O:22][CH2:23][CH2:24][CH2:25][O:26][CH2:27][C:28]3[CH:33]=[CH:32][CH:31]=[CH:30][C:29]=3[O:34][CH3:35])=[CH:18][CH:17]=2)[CH:10]([OH:36])[CH2:9]1)=[O:7])([CH3:4])([CH3:3])[CH3:2].[C:37]1([C:43]([C:51]2[CH:56]=[CH:55][CH:54]=[CH:53][CH:52]=2)([C:45]2[CH:50]=[CH:49][CH:48]=[CH:47][CH:46]=2)Cl)[CH:42]=[CH:41][CH:40]=[CH:39][CH:38]=1, predict the reaction product. The product is: [C:1]([O:5][C:6]([N:8]1[CH2:13][CH:12]([CH2:14][O:15][C:43]([C:37]2[CH:42]=[CH:41][CH:40]=[CH:39][CH:38]=2)([C:51]2[CH:52]=[CH:53][CH:54]=[CH:55][CH:56]=2)[C:45]2[CH:46]=[CH:47][CH:48]=[CH:49][CH:50]=2)[CH:11]([C:16]2[CH:21]=[CH:20][C:19]([O:22][CH2:23][CH2:24][CH2:25][O:26][CH2:27][C:28]3[CH:33]=[CH:32][CH:31]=[CH:30][C:29]=3[O:34][CH3:35])=[CH:18][CH:17]=2)[CH:10]([OH:36])[CH2:9]1)=[O:7])([CH3:3])([CH3:4])[CH3:2]. (6) Given the reactants [F:1][C:2]([F:15])([F:14])[C:3]1[NH:4][C:5]2[C:10]([CH:11]=1)=[CH:9][C:8]([CH2:12][NH2:13])=[CH:7][CH:6]=2.Cl[C:17]1[CH:22]=[C:21]([CH2:23][CH3:24])[N:20]=[CH:19][N:18]=1.ClC1C=CN(CC)CN=1.CCN(C(C)C)C(C)C, predict the reaction product. The product is: [CH2:23]([C:21]1[N:20]=[CH:19][N:18]=[C:17]([NH:13][CH2:12][C:8]2[CH:9]=[C:10]3[C:5](=[CH:6][CH:7]=2)[NH:4][C:3]([C:2]([F:1])([F:14])[F:15])=[CH:11]3)[CH:22]=1)[CH3:24]. (7) Given the reactants [Cl:1][C:2]1[CH:9]=[CH:8][C:5]([CH:6]=O)=[CH:4][C:3]=1[O:10][CH3:11].[Cl:12][C:13]1[C:14]([C:30]([F:33])([F:32])[F:31])=[N:15][N:16]([CH2:19][C:20]([N:22]2[CH2:29][CH:28]3[CH:24]([CH2:25][NH:26][CH2:27]3)[CH2:23]2)=[O:21])[C:17]=1[CH3:18].C(O[BH-](OC(=O)C)OC(=O)C)(=O)C.[Na+].[Cl-].[NH4+], predict the reaction product. The product is: [Cl:1][C:2]1[CH:9]=[CH:8][C:5]([CH2:6][N:26]2[CH2:25][CH:24]3[CH2:23][N:22]([C:20](=[O:21])[CH2:19][N:16]4[C:17]([CH3:18])=[C:13]([Cl:12])[C:14]([C:30]([F:33])([F:31])[F:32])=[N:15]4)[CH2:29][CH:28]3[CH2:27]2)=[CH:4][C:3]=1[O:10][CH3:11]. (8) Given the reactants [NH2:1][CH:2]([C:4]1[CH:9]=[CH:8][C:7]([NH:10][S:11]([CH3:14])(=[O:13])=[O:12])=[C:6]([CH:15]=[CH2:16])[CH:5]=1)[CH3:3].C(N(CC)CC)C.[C:24]([C:28]1[CH:33]=[CH:32][C:31]([N:34]=[C:35]=[O:36])=[CH:30][CH:29]=1)([CH3:27])([CH3:26])[CH3:25], predict the reaction product. The product is: [C:24]([C:28]1[CH:33]=[CH:32][C:31]([NH:34][C:35](=[O:36])[NH:1][C@@H:2]([C:4]2[CH:9]=[CH:8][C:7]([NH:10][S:11]([CH3:14])(=[O:13])=[O:12])=[C:6]([CH:15]=[CH2:16])[CH:5]=2)[CH3:3])=[CH:30][CH:29]=1)([CH3:27])([CH3:25])[CH3:26]. (9) Given the reactants Cl[C:2]1[C:11]([C:12]([OH:14])=[O:13])=[CH:10][C:9]2[C:4](=[CH:5][CH:6]=[C:7]([Cl:15])[CH:8]=2)[N:3]=1.[F:16][C:17]1[CH:18]=[C:19]2[C:29](=[CH:30][CH:31]=1)[C:22]([CH2:23][CH:24]([C:26]([OH:28])=[O:27])[NH2:25])=[CH:21][NH:20]2, predict the reaction product. The product is: [C:26]([CH:24]([NH:25][C:2]1[C:11]([C:12]([OH:14])=[O:13])=[CH:10][C:9]2[C:4](=[CH:5][CH:6]=[C:7]([Cl:15])[CH:8]=2)[N:3]=1)[CH2:23][C:22]1[C:29]2[C:19](=[CH:18][C:17]([F:16])=[CH:31][CH:30]=2)[NH:20][CH:21]=1)([OH:28])=[O:27]. (10) Given the reactants [CH3:1][CH2:2][C@H:3]1[O:20][C:18](=[O:19])[CH2:17][C@@H:16]([OH:21])[C@H:15]([CH3:22])[C@@H:14]([O:23][C@@H:24]2[O:29][C@H:28]([CH3:30])[C@@H:27]([OH:31])[C@H:26]([N:32]([CH3:34])[CH3:33])[C@H:25]2[OH:35])[C@@H:13]([CH2:36][CH2:37][N:38]2[CH2:43][C@@H:42]([CH3:44])[CH2:41][C@@H:40]([CH3:45])[CH2:39]2)[CH2:12][C@@H:11]([CH3:46])[C:9](=[O:10])[CH:8]=[CH:7][C:6]([CH3:47])=[CH:5][C@@H:4]1[CH2:48][O:49][C@@H:50]1[O:55][C@H:54]([CH3:56])[C@@H:53]([OH:57])[C@@H:52]([O:58][CH3:59])[C@H:51]1[O:60][CH3:61].OP([O-])(O)=O.OP([O-])([O-])=O.[Na+].[Na+].[Na+].[Cl-].[Cl-].[K+].[K+], predict the reaction product. The product is: [C:18]([OH:20])(=[O:19])[CH2:17][CH2:16][CH2:15][CH2:14][CH2:13][CH2:12][CH2:11][CH2:9][CH3:8].[C:18]([OH:20])(=[O:19])[CH2:17][CH2:16][CH2:15][CH2:14][CH2:13][CH2:12][CH2:11][CH2:9][CH2:8][CH2:7][CH3:6].[CH3:1][CH2:2][C@H:3]1[O:20][C:18](=[O:19])[CH2:17][C@@H:16]([OH:21])[C@H:15]([CH3:22])[C@@H:14]([O:23][C@@H:24]2[O:29][C@H:28]([CH3:30])[C@@H:27]([OH:31])[C@H:26]([N:32]([CH3:34])[CH3:33])[C@H:25]2[OH:35])[C@@H:13]([CH2:36][CH2:37][N:38]2[CH2:39][C@@H:40]([CH3:45])[CH2:41][C@@H:42]([CH3:44])[CH2:43]2)[CH2:12][C@@H:11]([CH3:46])[C:9](=[O:10])[CH:8]=[CH:7][C:6]([CH3:47])=[CH:5][C@@H:4]1[CH2:48][O:49][C@@H:50]1[O:55][C@H:54]([CH3:56])[C@@H:53]([OH:57])[C@@H:52]([O:58][CH3:59])[C@H:51]1[O:60][CH3:61].